From a dataset of Forward reaction prediction with 1.9M reactions from USPTO patents (1976-2016). Predict the product of the given reaction. (1) Given the reactants [CH3:1][O:2][CH2:3][CH2:4][O:5][C:6]1[CH:7]=[C:8]([CH:35]=[C:36]([O:38][CH2:39][CH2:40][O:41][CH3:42])[CH:37]=1)[CH2:9][N:10]1[C:18]2[C:13](=[CH:14][CH:15]=[CH:16][CH:17]=2)[C:12]([NH:19][C:20]2[CH:25]=[CH:24][C:23]([C:26]([CH3:29])([CH3:28])[CH3:27])=[CH:22][CH:21]=2)=[C:11]1[C:30]([O:32]CC)=[O:31].[OH-].[Na+].Cl, predict the reaction product. The product is: [CH3:42][O:41][CH2:40][CH2:39][O:38][C:36]1[CH:35]=[C:8]([CH2:9][N:10]2[C:18]3[C:13](=[CH:14][CH:15]=[CH:16][CH:17]=3)[C:12]([NH:19][C:20]3[CH:21]=[CH:22][C:23]([C:26]([CH3:27])([CH3:28])[CH3:29])=[CH:24][CH:25]=3)=[C:11]2[C:30]([OH:32])=[O:31])[CH:7]=[C:6]([O:5][CH2:4][CH2:3][O:2][CH3:1])[CH:37]=1. (2) The product is: [Cl:12][C:13]1[CH:18]=[CH:17][CH:16]=[CH:15][C:14]=1[N:19]1[C:23]([O:24][C:25]2[CH:30]=[CH:29][CH:28]=[CH:27][C:26]=2[NH:31][C:32]([NH:11][C:8]2[CH:9]=[CH:10][C:5]([CH:3]([O:2][CH3:1])[CH3:4])=[CH:6][CH:7]=2)=[O:33])=[CH:22][C:21]([CH3:34])=[N:20]1. Given the reactants [CH3:1][O:2][CH:3]([C:5]1[CH:10]=[CH:9][C:8]([NH2:11])=[CH:7][CH:6]=1)[CH3:4].[Cl:12][C:13]1[CH:18]=[CH:17][CH:16]=[CH:15][C:14]=1[N:19]1[C:23]([O:24][C:25]2[CH:30]=[CH:29][CH:28]=[CH:27][C:26]=2[N:31]=[C:32]=[O:33])=[CH:22][C:21]([CH3:34])=[N:20]1, predict the reaction product. (3) Given the reactants Cl[C:2]1[CH:7]=[CH:6][C:5]([CH2:8][O:9][CH2:10][C:11]2[CH:16]=[CH:15][C:14]([O:17][CH3:18])=[CH:13][CH:12]=2)=[CH:4][C:3]=1[C:19]([F:22])([F:21])[F:20].[Br-].[CH:24]1([Zn+])[CH2:29][CH2:28][CH2:27][CH2:26][CH2:25]1.C1COCC1, predict the reaction product. The product is: [CH:24]1([C:2]2[CH:7]=[CH:6][C:5]([CH2:8][O:9][CH2:10][C:11]3[CH:16]=[CH:15][C:14]([O:17][CH3:18])=[CH:13][CH:12]=3)=[CH:4][C:3]=2[C:19]([F:22])([F:21])[F:20])[CH2:29][CH2:28][CH2:27][CH2:26][CH2:25]1. (4) Given the reactants [CH2:1]([NH:8][C@H:9]([CH2:12][CH2:13][OH:14])[CH2:10][OH:11])[C:2]1[CH:7]=[CH:6][CH:5]=[CH:4][CH:3]=1.C(N(CC)CC)C.[Cl:22][CH:23]([CH3:27])[C:24](Cl)=[O:25], predict the reaction product. The product is: [CH2:1]([N:8]([C@H:9]([CH2:12][CH2:13][OH:14])[CH2:10][OH:11])[C:24](=[O:25])[CH:23]([Cl:22])[CH3:27])[C:2]1[CH:7]=[CH:6][CH:5]=[CH:4][CH:3]=1. (5) Given the reactants [Br:1][C:2]1[CH:7]=[CH:6][C:5]([C:8]2(O)[CH2:13][CH2:12][NH:11][CH2:10][CH2:9]2)=[CH:4][CH:3]=1.[Cl-:15].[Al+3].[Cl-].[Cl-], predict the reaction product. The product is: [Br:1][C:2]1[CH:7]=[CH:6][C:5]([C:8]2([C:2]3[CH:7]=[CH:6][C:5]([Cl:15])=[CH:4][CH:3]=3)[CH2:13][CH2:12][NH:11][CH2:10][CH2:9]2)=[CH:4][CH:3]=1. (6) Given the reactants [OH-].[K+:2].[CH3:3][O:4][C:5]([C:7]1[CH:8]=[N:9][CH:10]=[C:11]([C:13]([O:15]C)=[O:14])[CH:12]=1)=[O:6], predict the reaction product. The product is: [CH3:3][O:4][C:5]([C:7]1[CH:8]=[N:9][CH:10]=[C:11]([CH:12]=1)[C:13]([O-:15])=[O:14])=[O:6].[K+:2]. (7) Given the reactants [N:1]1([CH2:6][C@@H:7]([O:14][C:15]2[CH:24]=[CH:23][C:22]3[C:21](=[O:25])[CH2:20][CH2:19][CH2:18][C:17]=3[C:16]=2[CH2:26][S:27][C:28]2[CH:36]=[CH:35][CH:34]=[CH:33][C:29]=2[C:30]([OH:32])=O)[C:8]2[CH:13]=[CH:12][CH:11]=[CH:10][CH:9]=2)[CH:5]=[CH:4][N:3]=[CH:2]1.[NH2:37][CH2:38][C@@H:39]([OH:41])[CH3:40], predict the reaction product. The product is: [OH:41][C@@H:39]([CH3:40])[CH2:38][NH:37][C:30](=[O:32])[C:29]1[CH:33]=[CH:34][CH:35]=[CH:36][C:28]=1[S:27][CH2:26][C:16]1[C:17]2[CH2:18][CH2:19][CH2:20][C:21](=[O:25])[C:22]=2[CH:23]=[CH:24][C:15]=1[O:14][C@@H:7]([C:8]1[CH:13]=[CH:12][CH:11]=[CH:10][CH:9]=1)[CH2:6][N:1]1[CH:5]=[CH:4][N:3]=[CH:2]1. (8) The product is: [Cl:24][CH2:25][C:26]([N:12]1[CH2:13][CH2:14][N:9]([C:6]2[CH:5]=[CH:4][C:3]([C:2]([F:1])([F:15])[F:16])=[CH:8][CH:7]=2)[CH2:10][CH2:11]1)=[O:27]. Given the reactants [F:1][C:2]([F:16])([F:15])[C:3]1[CH:8]=[CH:7][C:6]([N:9]2[CH2:14][CH2:13][NH:12][CH2:11][CH2:10]2)=[CH:5][CH:4]=1.C(N(CC)CC)C.[Cl:24][CH2:25][C:26](Cl)=[O:27], predict the reaction product. (9) The product is: [Cl:22][CH2:23][CH2:24][CH2:25][CH2:26][CH:8]([C:3]1[CH:4]=[CH:5][CH:6]=[CH:7][C:2]=1[F:1])[C:9]([OH:11])=[O:10]. Given the reactants [F:1][C:2]1[CH:7]=[CH:6][CH:5]=[CH:4][C:3]=1[CH2:8][C:9]([OH:11])=[O:10].C[Si]([N-][Si](C)(C)C)(C)C.[Na+].[Cl:22][CH2:23][CH2:24][CH2:25][CH2:26]I, predict the reaction product. (10) Given the reactants [Br:1][C:2]1[CH:3]=[CH:4][CH:5]=[C:6]2[C:10]=1[NH:9][C:8]([C:11]([O:13][CH2:14][CH3:15])=[O:12])=[C:7]2[CH2:16][CH2:17][CH2:18][O:19][C:20]1[C:29]2[C:24](=[CH:25][CH:26]=[CH:27][CH:28]=2)[CH:23]=[CH:22][CH:21]=1.Cl[CH2:31][C:32]1[CH:37]=[CH:36][C:35]([O:38][CH3:39])=[CH:34][CH:33]=1.C([O-])([O-])=O.[Cs+].[Cs+], predict the reaction product. The product is: [Br:1][C:2]1[CH:3]=[CH:4][CH:5]=[C:6]2[C:10]=1[N:9]([CH2:31][C:32]1[CH:37]=[CH:36][C:35]([O:38][CH3:39])=[CH:34][CH:33]=1)[C:8]([C:11]([O:13][CH2:14][CH3:15])=[O:12])=[C:7]2[CH2:16][CH2:17][CH2:18][O:19][C:20]1[C:29]2[C:24](=[CH:25][CH:26]=[CH:27][CH:28]=2)[CH:23]=[CH:22][CH:21]=1.